From a dataset of Catalyst prediction with 721,799 reactions and 888 catalyst types from USPTO. Predict which catalyst facilitates the given reaction. (1) Reactant: F[C:2]1[CH:7]=[C:6]([C:8]2[C:9]([C:17]3[N:18]=[C:19]([CH3:22])[S:20][CH:21]=3)=[N:10][N:11]3[CH:16]=[CH:15][CH:14]=[CH:13][C:12]=23)[CH:5]=[CH:4][N:3]=1.C(=O)([O-])[O-].[K+].[K+].[CH:29]1([NH2:34])[CH2:33][CH2:32][CH2:31][CH2:30]1. Product: [CH:29]1([NH:34][C:2]2[CH:7]=[C:6]([C:8]3[C:9]([C:17]4[N:18]=[C:19]([CH3:22])[S:20][CH:21]=4)=[N:10][N:11]4[CH:16]=[CH:15][CH:14]=[CH:13][C:12]=34)[CH:5]=[CH:4][N:3]=2)[CH2:33][CH2:32][CH2:31][CH2:30]1. The catalyst class is: 13. (2) Reactant: [CH3:1][S:2]([C:5]1[CH:10]=[CH:9][C:8]([C:11]2[N:16]=[CH:15][C:14]([CH2:17][NH:18][CH:19]3[CH2:24][CH2:23][N:22]([C:25]([O:27][C:28]([CH3:31])([CH3:30])[CH3:29])=[O:26])[CH2:21][CH2:20]3)=[CH:13][CH:12]=2)=[CH:7][CH:6]=1)(=[O:4])=[O:3].[CH:32](=O)[CH2:33][OH:34].[BH-](OC(C)=O)(OC(C)=O)OC(C)=O.[Na+]. Product: [OH:34][CH2:33][CH2:32][N:18]([CH2:17][C:14]1[CH:15]=[N:16][C:11]([C:8]2[CH:9]=[CH:10][C:5]([S:2]([CH3:1])(=[O:3])=[O:4])=[CH:6][CH:7]=2)=[CH:12][CH:13]=1)[CH:19]1[CH2:24][CH2:23][N:22]([C:25]([O:27][C:28]([CH3:31])([CH3:30])[CH3:29])=[O:26])[CH2:21][CH2:20]1. The catalyst class is: 26. (3) Reactant: Br[CH2:2][C:3]1[CH:8]=[CH:7][C:6]([F:9])=[CH:5][C:4]=1[CH2:10]Br.C(=O)([O-])[O-].[K+].[K+].[C:18]([O:24][CH2:25][C:26]1[CH:31]=[CH:30][CH:29]=[CH:28][CH:27]=1)(=[O:23])[CH2:19][C:20]([CH3:22])=[O:21].O. Product: [C:20]([C:19]1([C:18]([O:24][CH2:25][C:26]2[CH:27]=[CH:28][CH:29]=[CH:30][CH:31]=2)=[O:23])[CH2:10][C:4]2[C:3](=[CH:8][CH:7]=[C:6]([F:9])[CH:5]=2)[CH2:2]1)(=[O:21])[CH3:22]. The catalyst class is: 573. (4) Reactant: [Br:1][C:2]1[CH:7]=[CH:6][C:5]([NH:8][C:9]([NH:11][CH2:12][CH2:13]Cl)=[O:10])=[C:4]([Cl:15])[CH:3]=1.[H-].[Na+]. Product: [Br:1][C:2]1[CH:7]=[CH:6][C:5]([N:8]2[CH2:13][CH2:12][NH:11][C:9]2=[O:10])=[C:4]([Cl:15])[CH:3]=1. The catalyst class is: 3. (5) Reactant: [CH3:1][O:2][CH:3]([O:15][CH3:16])[CH2:4][NH:5][C:6]1[CH:11]=[CH:10][C:9]([F:12])=[C:8]([O:13][CH3:14])[CH:7]=1.N1C=CC=CC=1.[CH3:23][S:24](Cl)(=[O:26])=[O:25]. Product: [CH3:16][O:15][CH:3]([O:2][CH3:1])[CH2:4][N:5]([S:24]([CH3:23])(=[O:26])=[O:25])[C:6]1[CH:11]=[CH:10][C:9]([F:12])=[C:8]([O:13][CH3:14])[CH:7]=1. The catalyst class is: 4.